From a dataset of Full USPTO retrosynthesis dataset with 1.9M reactions from patents (1976-2016). Predict the reactants needed to synthesize the given product. (1) Given the product [C:14]([CH:13]([C:18]1[CH:19]=[CH:20][C:21]([CH2:24][O:25][Si:26]([CH:30]([CH3:32])[CH3:31])([CH:33]([CH3:34])[CH3:35])[CH:27]([CH3:29])[CH3:28])=[CH:22][CH:23]=1)[CH2:12][NH:3][C:2]([C:10]1[CH:9]=[CH:8][CH:7]=[CH:6][C:5]=1[C:4]([OH:11])=[O:36])=[O:1])([OH:16])=[O:15], predict the reactants needed to synthesize it. The reactants are: [O:1]=[C:2]1[C:10]2[C:5](=[CH:6][CH:7]=[CH:8][CH:9]=2)[C:4](=[O:11])[N:3]1[CH2:12][CH:13]([C:18]1[CH:23]=[CH:22][C:21]([CH2:24][O:25][Si:26]([CH:33]([CH3:35])[CH3:34])([CH:30]([CH3:32])[CH3:31])[CH:27]([CH3:29])[CH3:28])=[CH:20][CH:19]=1)[C:14]([O:16]C)=[O:15].[OH:36][Li].O. (2) Given the product [CH2:8]1[N:9]([CH2:2][C:3]([OH:5])=[O:4])[CH2:10][CH2:11][N:12]([CH2:2][C:3]([OH:5])=[O:4])[CH2:13][CH2:14][N:15]([CH2:2][C:3]([OH:5])=[O:4])[CH2:16][CH2:17][N:6]([CH2:2][C:3]([OH:5])=[O:4])[CH2:7]1, predict the reactants needed to synthesize it. The reactants are: Cl[CH2:2][C:3]([OH:5])=[O:4].[NH:6]1[CH2:17][CH2:16][NH:15][CH2:14][CH2:13][NH:12][CH2:11][CH2:10][NH:9][CH2:8][CH2:7]1. (3) Given the product [CH3:1][N:2]1[C:7]2[CH:15]=[C:9]([CH3:10])[NH:8][C:6]=2[C:5](=[O:12])[N:4]([CH3:13])[C:3]1=[O:14], predict the reactants needed to synthesize it. The reactants are: [CH3:1][N:2]1[CH:7]=[C:6]([NH:8][CH2:9][C:10]#C)[C:5](=[O:12])[N:4]([CH3:13])[C:3]1=[O:14].[CH3:15]N(C)C=O. (4) Given the product [N:10]1([C:8]([N:1]2[CH2:7][CH2:6][CH2:5][N:4]([C:33]3[O:34][C:30]4[CH:29]=[CH:28][C:27]([C:26]([F:38])([F:37])[F:25])=[CH:36][C:31]=4[N:32]=3)[CH2:3][CH2:2]2)=[O:9])[CH2:11][CH2:12][O:13][CH2:14][CH2:15]1, predict the reactants needed to synthesize it. The reactants are: [N:1]1([C:8]([N:10]2[CH2:15][CH2:14][O:13][CH2:12][CH2:11]2)=[O:9])[CH2:7][CH2:6][CH2:5][NH:4][CH2:3][CH2:2]1.C(N(CC)C(C)C)(C)C.[F:25][C:26]([F:38])([F:37])[C:27]1[CH:28]=[CH:29][C:30]2[O:34][C:33](S)=[N:32][C:31]=2[CH:36]=1.